Predict the product of the given reaction. From a dataset of Forward reaction prediction with 1.9M reactions from USPTO patents (1976-2016). (1) Given the reactants [NH:1]1[C:5]2=[N:6][CH:7]=[C:8]([C:10]3[N:15]=[C:14]([N:16]4[CH2:21][CH2:20][O:19][CH2:18][CH2:17]4)[CH:13]=[N:12][CH:11]=3)[CH:9]=[C:4]2[CH:3]=[CH:2]1.[Cl:22]CCl, predict the reaction product. The product is: [Cl:22][C:3]1[C:4]2[C:5](=[N:6][CH:7]=[C:8]([C:10]3[N:15]=[C:14]([N:16]4[CH2:17][CH2:18][O:19][CH2:20][CH2:21]4)[CH:13]=[N:12][CH:11]=3)[CH:9]=2)[NH:1][CH:2]=1. (2) Given the reactants [OH:1][C:2]([CH2:4][CH2:5][CH2:6][CH2:7][C@H:8]1[C@@H:16]2[C@@H:11]([NH:12][C:13]([NH:15]2)=[O:14])[CH2:10][S:9]1)=[O:3].O[N:18]=[C:19]([NH2:35])[CH2:20][CH2:21][CH2:22][CH2:23][N:24]1[C:28]2[CH:29]=[C:30]([CH3:33])[CH:31]=[CH:32][C:27]=2[O:26][C:25]1=[O:34].CCN=C=NCCCN(C)C.Cl.CCN(C(C)C)C(C)C, predict the reaction product. The product is: [O:14]=[C:13]1[NH:12][C@H:11]2[CH2:10][S:9][C@@H:8]([CH2:7][CH2:6][CH2:5][CH2:4][C:2]([O:1]/[N:18]=[C:19](\[NH2:35])/[CH2:20][CH2:21][CH2:22][CH2:23][N:24]3[C:28]4[CH:29]=[C:30]([CH3:33])[CH:31]=[CH:32][C:27]=4[O:26][C:25]3=[O:34])=[O:3])[C@H:16]2[NH:15]1. (3) Given the reactants [OH:1][C:2]1[CH:7]=[CH:6][C:5]([C:8]2[CH:13]=[CH:12][C:11]([O:14][CH3:15])=[C:10]([CH2:16][CH:17]3[S:21][C:20](=S)[NH:19][C:18]3=[O:23])[CH:9]=2)=[CH:4][C:3]=1[C:24]1([CH3:30])[CH2:29][CH2:28][CH2:27][CH2:26][CH2:25]1.[NH:31]1[CH2:35][CH2:34][CH2:33][CH2:32]1, predict the reaction product. The product is: [OH:1][C:2]1[CH:7]=[CH:6][C:5]([C:8]2[CH:13]=[CH:12][C:11]([O:14][CH3:15])=[C:10]([CH2:16][CH:17]3[S:21][C:20]([N:31]4[CH2:35][CH2:34][CH2:33][CH2:32]4)=[N:19][C:18]3=[O:23])[CH:9]=2)=[CH:4][C:3]=1[C:24]1([CH3:30])[CH2:29][CH2:28][CH2:27][CH2:26][CH2:25]1. (4) Given the reactants F[C:2]1[CH:7]=[CH:6][C:5]([N+:8]([O-:10])=[O:9])=[C:4]([O:11][CH3:12])[CH:3]=1.[CH3:13][CH:14]([C:19]([O:21][CH3:22])=[O:20])[C:15]([O:17][CH3:18])=[O:16], predict the reaction product. The product is: [CH3:12][O:11][C:4]1[CH:3]=[C:2]([C:14]([CH3:13])([C:19]([O:21][CH3:22])=[O:20])[C:15]([O:17][CH3:18])=[O:16])[CH:7]=[CH:6][C:5]=1[N+:8]([O-:10])=[O:9]. (5) Given the reactants [N+:1]([C:4]1[CH:9]=[C:8]([C:10]([F:13])([F:12])[F:11])[CH:7]=[CH:6][C:5]=1[S:14][C:15]1[CH:20]=[CH:19][C:18]([NH:21][C:22](=[O:24])[CH3:23])=[CH:17][CH:16]=1)([O-])=O, predict the reaction product. The product is: [NH2:1][C:4]1[CH:9]=[C:8]([C:10]([F:12])([F:13])[F:11])[CH:7]=[CH:6][C:5]=1[S:14][C:15]1[CH:20]=[CH:19][C:18]([NH:21][C:22](=[O:24])[CH3:23])=[CH:17][CH:16]=1. (6) The product is: [F:1][C:2]1[CH:7]=[CH:6][C:5]([S:8]([N:11]2[CH2:16][CH2:15][CH:14]([NH:17][C:18]3[N:23]=[C:22]([C:35]4[CH:36]=[CH:37][C:32]([F:31])=[CH:33][CH:34]=4)[N:21]=[C:20]([O:25][CH2:26][C:27]([F:30])([F:29])[F:28])[N:19]=3)[CH2:13][CH2:12]2)(=[O:10])=[O:9])=[CH:4][CH:3]=1. Given the reactants [F:1][C:2]1[CH:7]=[CH:6][C:5]([S:8]([N:11]2[CH2:16][CH2:15][CH:14]([NH:17][C:18]3[N:23]=[C:22](Cl)[N:21]=[C:20]([O:25][CH2:26][C:27]([F:30])([F:29])[F:28])[N:19]=3)[CH2:13][CH2:12]2)(=[O:10])=[O:9])=[CH:4][CH:3]=1.[F:31][C:32]1[CH:37]=[CH:36][C:35](B(O)O)=[CH:34][CH:33]=1.C([O-])([O-])=O.[Na+].[Na+], predict the reaction product. (7) Given the reactants [CH3:1][P:2]1(=[O:8])[CH2:7][CH2:6][NH:5][CH2:4][CH2:3]1.C1(P(C2C=CC=CC=2)C2C=CC=CC=2)C=CC=CC=1.[F:28][C:29]1[CH:34]=[CH:33][C:32]([NH:35][C:36]2[N:37]([CH3:58])[C:38]3[C:47]4[C:46](=[O:48])[NH:45][C:44]([CH:49](OC(=O)C)[CH:50]=[CH2:51])=[C:43]([CH3:56])[C:42]=4[CH:41]=[CH:40][C:39]=3[N:57]=2)=[C:31]([CH3:59])[CH:30]=1.C([O-])(=O)C, predict the reaction product. The product is: [F:28][C:29]1[CH:34]=[CH:33][C:32]([NH:35][C:36]2[N:37]([CH3:58])[C:38]3[C:47]4[C:46](=[O:48])[NH:45][C:44]([CH:49]=[CH:50][CH2:51][N:5]5[CH2:6][CH2:7][P:2]([CH3:1])(=[O:8])[CH2:3][CH2:4]5)=[C:43]([CH3:56])[C:42]=4[CH:41]=[CH:40][C:39]=3[N:57]=2)=[C:31]([CH3:59])[CH:30]=1.